Predict the reactants needed to synthesize the given product. From a dataset of Full USPTO retrosynthesis dataset with 1.9M reactions from patents (1976-2016). (1) Given the product [C:1]([C:3]1[CH:8]=[CH:7][C:6]([NH:9][C:10]([C:12]2([CH3:31])[CH2:16][C:15]([C:17]3[CH:22]=[CH:21][C:20]([F:23])=[CH:19][CH:18]=3)=[N:14][NH:13]2)=[O:11])=[CH:5][C:4]=1[C:32]([F:35])([F:34])[F:33])#[N:2], predict the reactants needed to synthesize it. The reactants are: [C:1]([C:3]1[CH:8]=[CH:7][C:6]([NH:9][C:10]([C:12]2([CH3:31])[CH2:16][C:15]([C:17]3[CH:22]=[CH:21][C:20]([F:23])=[CH:19][CH:18]=3)=[N:14][N:13]2CC2C=CC=CC=2)=[O:11])=[CH:5][C:4]=1[C:32]([F:35])([F:34])[F:33])#[N:2]. (2) The reactants are: [CH:1]1([CH2:4][N:5]([CH2:18][CH2:19][CH2:20][OH:21])[C:6]2[CH:13]=[CH:12][C:9]([C:10]#[N:11])=[C:8]([C:14]([F:17])([F:16])[F:15])[CH:7]=2)[CH2:3][CH2:2]1.[CH3:22][O:23][C:24]1[CH:29]=[CH:28][C:27](O)=[CH:26][CH:25]=1. Given the product [CH:1]1([CH2:4][N:5]([CH2:18][CH2:19][CH2:20][O:21][C:27]2[CH:28]=[CH:29][C:24]([O:23][CH3:22])=[CH:25][CH:26]=2)[C:6]2[CH:13]=[CH:12][C:9]([C:10]#[N:11])=[C:8]([C:14]([F:16])([F:17])[F:15])[CH:7]=2)[CH2:2][CH2:3]1, predict the reactants needed to synthesize it. (3) The reactants are: [C@H:1]12[CH2:23][C@H:4]([N:5]([C:7]([C:9]3[N:13]4[CH:14]=[C:15]([C:19]([F:22])([F:21])[F:20])[CH:16]=[C:17](Br)[C:12]4=[N:11][CH:10]=3)=[O:8])[CH2:6]1)[CH2:3][O:2]2.C1(C(C2C=CC=CC=2)=[NH:31])C=CC=CC=1.CC1(C)C2C=CC=C(P(C3C=CC=CC=3)C3C=CC=CC=3)C=2OC2C1=CC=CC=2P(C1C=CC=CC=1)C1C=CC=CC=1.CC(C)([O-])C.[Na+]. Given the product [NH2:31][C:17]1[C:12]2[N:13]([C:9]([C:7]([N:5]3[CH2:6][C@@H:1]4[CH2:23][C@H:4]3[CH2:3][O:2]4)=[O:8])=[CH:10][N:11]=2)[CH:14]=[C:15]([C:19]([F:22])([F:21])[F:20])[CH:16]=1, predict the reactants needed to synthesize it. (4) Given the product [CH3:24][O:23][C:20]1[CH:21]=[CH:22][C:17]([C:8]2[C:9]([C:11]3[CH:16]=[CH:15][CH:14]=[CH:13][CH:12]=3)=[CH:10][N:6]3[C:7]=2[C:2]([O:25][C@H:26]([CH3:38])[CH2:27][CH2:28][CH2:29][CH2:30][C:31]([O:33][C:34]([CH3:37])([CH3:36])[CH3:35])=[O:32])=[N:3][CH:4]=[N:5]3)=[CH:18][CH:19]=1, predict the reactants needed to synthesize it. The reactants are: Cl[C:2]1[C:7]2=[C:8]([C:17]3[CH:22]=[CH:21][C:20]([O:23][CH3:24])=[CH:19][CH:18]=3)[C:9]([C:11]3[CH:16]=[CH:15][CH:14]=[CH:13][CH:12]=3)=[CH:10][N:6]2[N:5]=[CH:4][N:3]=1.[OH:25][CH:26]([CH3:38])[CH2:27][CH2:28][CH2:29][CH2:30][C:31]([O:33][C:34]([CH3:37])([CH3:36])[CH3:35])=[O:32]. (5) Given the product [O:27]1[CH2:28][CH2:29][N:30]([CH2:33][CH2:34][C:35]2[CH:41]=[CH:40][C:38]([NH:39]/[C:16](=[C:6]3\[C:5](=[O:26])[NH:4][C:12]4[C:7]\3=[CH:8][C:9]([N+:13]([O-:15])=[O:14])=[CH:10][CH:11]=4)/[C:17]3[CH:18]=[CH:19][CH:20]=[CH:21][CH:22]=3)=[CH:37][CH:36]=2)[CH2:31][CH2:32]1, predict the reactants needed to synthesize it. The reactants are: C([N:4]1[C:12]2[C:7](=[CH:8][C:9]([N+:13]([O-:15])=[O:14])=[CH:10][CH:11]=2)[C:6](=[C:16](OCC)[C:17]2[CH:22]=[CH:21][CH:20]=[CH:19][CH:18]=2)[C:5]1=[O:26])(=O)C.[O:27]1[CH2:32][CH2:31][N:30]([CH2:33][CH2:34][C:35]2[CH:41]=[CH:40][C:38]([NH2:39])=[CH:37][CH:36]=2)[CH2:29][CH2:28]1.[OH-].[Na+]. (6) Given the product [F:44][C:2]([F:1])([F:43])[C:3]1[CH:4]=[C:5]([CH:36]=[C:37]([C:39]([F:40])([F:41])[F:42])[CH:38]=1)[CH2:6][N:7]([CH2:14][C:15]1[C:20]([C:21]2[CH:26]=[C:25]([CH:27]([CH3:28])[CH3:29])[C:24]([F:30])=[CH:23][C:22]=2[O:31][CH3:32])=[CH:19][CH:18]=[C:17]([CH:33]([CH3:35])[CH3:34])[N:16]=1)[C:8]1[N:9]=[N:10][N:11]([CH3:13])[N:12]=1, predict the reactants needed to synthesize it. The reactants are: [F:1][C:2]([F:44])([F:43])[C:3]1[CH:4]=[C:5]([CH:36]=[C:37]([C:39]([F:42])([F:41])[F:40])[CH:38]=1)[CH2:6][N:7]([CH2:14][C:15]1[C:20]([C:21]2[CH:26]=[C:25]([CH:27]([CH3:29])[CH3:28])[C:24]([F:30])=[CH:23][C:22]=2[O:31][CH3:32])=[CH:19][CH:18]=[C:17]([C:33]([CH3:35])=[CH2:34])[N:16]=1)[C:8]1[N:9]=[N:10][N:11]([CH3:13])[N:12]=1.[H][H].